This data is from Forward reaction prediction with 1.9M reactions from USPTO patents (1976-2016). The task is: Predict the product of the given reaction. (1) Given the reactants Cl[C:2]1[N:7]=[CH:6][C:5]([CH2:8][N:9]2[CH2:13][CH:12]([CH2:14][CH2:15][CH3:16])[CH2:11][C:10]2=[O:17])=[CH:4][CH:3]=1.[CH2:18]([NH2:25])[C:19]1[CH:24]=[CH:23][CH:22]=[CH:21][CH:20]=1.C(=O)([O-])[O-].[K+].[K+].C1C=CC(P(C2C(C3C(P(C4C=CC=CC=4)C4C=CC=CC=4)=CC=C4C=3C=CC=C4)=C3C(C=CC=C3)=CC=2)C2C=CC=CC=2)=CC=1, predict the reaction product. The product is: [CH2:18]([NH:25][C:2]1[N:7]=[CH:6][C:5]([CH2:8][N:9]2[CH2:13][CH:12]([CH2:14][CH2:15][CH3:16])[CH2:11][C:10]2=[O:17])=[CH:4][CH:3]=1)[C:19]1[CH:24]=[CH:23][CH:22]=[CH:21][CH:20]=1. (2) Given the reactants Br[C:2]1[CH:7]=[CH:6][C:5]([NH:8][C:9](=[O:23])[C@H:10]([NH:15][C:16](=[O:22])[O:17][C:18]([CH3:21])([CH3:20])[CH3:19])[CH2:11][CH:12]([CH3:14])[CH3:13])=[CH:4][C:3]=1[O:24][CH3:25].[CH3:26][C:27]1([CH3:43])[C:31]([CH3:33])([CH3:32])[O:30][B:29]([B:29]2[O:30][C:31]([CH3:33])([CH3:32])[C:27]([CH3:43])([CH3:26])[O:28]2)[O:28]1.C([O-])(=O)C.[K+], predict the reaction product. The product is: [CH3:25][O:24][C:3]1[CH:4]=[C:5]([NH:8][C:9](=[O:23])[C@H:10]([NH:15][C:16](=[O:22])[O:17][C:18]([CH3:21])([CH3:20])[CH3:19])[CH2:11][CH:12]([CH3:14])[CH3:13])[CH:6]=[CH:7][C:2]=1[B:29]1[O:30][C:31]([CH3:33])([CH3:32])[C:27]([CH3:43])([CH3:26])[O:28]1. (3) Given the reactants C(Cl)(=O)C(Cl)=O.[CH3:7][C:8]1[CH:9]=[C:10]([CH:14]=[CH:15][C:16]=1[N:17]1[CH2:22][CH2:21][CH2:20][CH2:19][CH2:18]1)[C:11]([OH:13])=O.[F:23][C:24]1[CH:25]=[CH:26][C:27]([O:34][CH3:35])=[C:28]([C:30](=[N:32]O)[NH2:31])[CH:29]=1.CCN(C(C)C)C(C)C, predict the reaction product. The product is: [F:23][C:24]1[CH:25]=[CH:26][C:27]([O:34][CH3:35])=[C:28]([C:30]2[N:31]=[C:11]([C:10]3[CH:14]=[CH:15][C:16]([N:17]4[CH2:22][CH2:21][CH2:20][CH2:19][CH2:18]4)=[C:8]([CH3:7])[CH:9]=3)[O:13][N:32]=2)[CH:29]=1. (4) Given the reactants Cl.[CH3:2][N:3]1[CH2:8][CH2:7][N:6]([CH2:9][C:10]2[CH:11]=[CH:12][C:13]([NH2:16])=[N:14][CH:15]=2)[CH2:5][CH2:4]1.CN(C(ON1N=NC2C=CC=CC1=2)=[N+](C)C)C.[B-](F)(F)(F)F.[S:39]1[CH:43]=[C:42]([C:44]2[C:53]3[N:52]=[CH:51][CH:50]=[N:49][C:48]=3[C:47]([C:54](O)=[O:55])=[CH:46][CH:45]=2)[C:41]2[CH:57]=[CH:58][CH:59]=[CH:60][C:40]1=2.S1C2C=CC=CC=2C(B(O)O)=C1, predict the reaction product. The product is: [CH3:2][N:3]1[CH2:8][CH2:7][N:6]([CH2:9][C:10]2[CH:11]=[CH:12][C:13]([NH:16][C:54]([C:47]3[C:48]4[N:49]=[CH:50][CH:51]=[N:52][C:53]=4[C:44]([C:42]4[C:41]5[CH:57]=[CH:58][CH:59]=[CH:60][C:40]=5[S:39][CH:43]=4)=[CH:45][CH:46]=3)=[O:55])=[N:14][CH:15]=2)[CH2:5][CH2:4]1.